This data is from Forward reaction prediction with 1.9M reactions from USPTO patents (1976-2016). The task is: Predict the product of the given reaction. (1) Given the reactants [NH2:1][CH2:2][CH2:3][NH:4][C:5]1[N:13]=[C:12]([Cl:14])[N:11]=[C:10]2[C:6]=1[N:7]=[CH:8][N:9]2[CH:15]1[CH2:19][CH2:18][CH2:17][CH2:16]1.C(Cl)Cl.C(N(CC)CC)C.[C:30](Cl)(=[O:39])[C:31]1[CH:36]=[CH:35][C:34]([O:37][CH3:38])=[CH:33][CH:32]=1, predict the reaction product. The product is: [Cl:14][C:12]1[N:11]=[C:10]2[C:6]([N:7]=[CH:8][N:9]2[CH:15]2[CH2:19][CH2:18][CH2:17][CH2:16]2)=[C:5]([NH:4][CH2:3][CH2:2][NH:1][C:30](=[O:39])[C:31]2[CH:36]=[CH:35][C:34]([O:37][CH3:38])=[CH:33][CH:32]=2)[N:13]=1. (2) The product is: [NH2:1][C@@H:2]1[CH2:7][CH2:6][CH:5]([CH2:8][C:9]([O:11][CH3:12])=[O:10])[CH2:4][C@H:3]1[C:13]1[CH:14]=[N:15][C:16]([C:19]([F:22])([F:20])[F:21])=[CH:17][CH:18]=1. Given the reactants [NH2:1][C@@H:2]1[CH2:7][CH2:6][C:5](=[CH:8][C:9]([O:11][CH3:12])=[O:10])[CH2:4][C@H:3]1[C:13]1[CH:14]=[N:15][C:16]([C:19]([F:22])([F:21])[F:20])=[CH:17][CH:18]=1.[H][H], predict the reaction product. (3) Given the reactants C[O:2][C:3](=O)[C:4]1[CH:9]=[CH:8][C:7]([O:10][CH2:11][C:12]2[C:13]([C:21]3[CH:26]=[CH:25][CH:24]=[CH:23][CH:22]=3)=[N:14][O:15][C:16]=2[C:17]([F:20])([F:19])[F:18])=[N:6][CH:5]=1.COC(=O)C1C=CC(OCC2C(C3C=CC(Cl)=CC=3)=NOC=2C)=NC=1.[CH:53]1([NH2:56])[CH2:55][CH2:54]1, predict the reaction product. The product is: [CH:53]1([NH:56][C:3](=[O:2])[C:4]2[CH:9]=[CH:8][C:7]([O:10][CH2:11][C:12]3[C:13]([C:21]4[CH:22]=[CH:23][CH:24]=[CH:25][CH:26]=4)=[N:14][O:15][C:16]=3[C:17]([F:19])([F:18])[F:20])=[N:6][CH:5]=2)[CH2:55][CH2:54]1. (4) Given the reactants Cl[C:2]1[N:11]=[C:10]([NH:12][CH2:13][C:14]2[CH:19]=[CH:18][C:17]([NH:20][C:21](=[O:29])[C:22]3[CH:27]=[CH:26][C:25]([F:28])=[CH:24][CH:23]=3)=[CH:16][CH:15]=2)[C:9]2[C:4](=[CH:5][CH:6]=[CH:7][CH:8]=2)[N:3]=1.[CH3:30][N:31]1[CH2:36][CH2:35][NH:34][CH2:33][CH2:32]1, predict the reaction product. The product is: [F:28][C:25]1[CH:26]=[CH:27][C:22]([C:21]([NH:20][C:17]2[CH:18]=[CH:19][C:14]([CH2:13][NH:12][C:10]3[C:9]4[C:4](=[CH:5][CH:6]=[CH:7][CH:8]=4)[N:3]=[C:2]([N:34]4[CH2:35][CH2:36][N:31]([CH3:30])[CH2:32][CH2:33]4)[N:11]=3)=[CH:15][CH:16]=2)=[O:29])=[CH:23][CH:24]=1. (5) Given the reactants [H-].[Na+].[CH2:3]([O:10][CH:11](O)[CH3:12])[C:4]1[CH:9]=[CH:8][CH:7]=[CH:6][CH:5]=1.F[C:15]1[CH:24]=[C:23]2[C:18]([C:19](=[O:37])[NH:20][C:21]([C:25]3[CH:30]=[C:29]([CH3:31])[C:28]([O:32]COC)=[C:27]([CH3:36])[CH:26]=3)=[N:22]2)=[C:17]([O:38][CH3:39])[CH:16]=1.Cl.CN(C=[O:45])C, predict the reaction product. The product is: [CH2:3]([O:10][CH2:11][CH2:12][O:45][C:15]1[CH:24]=[C:23]2[C:18]([C:19](=[O:37])[NH:20][C:21]([C:25]3[CH:26]=[C:27]([CH3:36])[C:28]([OH:32])=[C:29]([CH3:31])[CH:30]=3)=[N:22]2)=[C:17]([O:38][CH3:39])[CH:16]=1)[C:4]1[CH:9]=[CH:8][CH:7]=[CH:6][CH:5]=1. (6) The product is: [Cl:9][C:6]1[C:7]([N:32]2[CH2:31][CH2:30][CH:29]([C:24]3[CH:25]=[C:26]([Cl:28])[CH:27]=[C:22]([Cl:21])[CH:23]=3)[CH2:34][CH2:33]2)=[CH:2][N:3]=[N:4][C:5]=1[NH:41][NH2:42]. Given the reactants Cl[C:2]1[N:3]=[N:4][CH:5]=[C:6]([Cl:9])[C:7]=1Cl.CC1C=CC(S(O)(=O)=O)=CC=1.[Cl:21][C:22]1[CH:23]=[C:24]([CH:29]2[CH2:34][CH2:33][NH:32][CH2:31][CH2:30]2)[CH:25]=[C:26]([Cl:28])[CH:27]=1.C(=O)([O-])[O-].[K+].[K+].[NH2:41][NH2:42], predict the reaction product. (7) Given the reactants [Cl:1][C:2]1[CH:3]=[C:4]([C:9]2([C:24]([F:27])([F:26])[F:25])[O:13][N:12]=[C:11]([C:14]3[CH:19]=[CH:18][C:17]([CH:20]([OH:22])[CH3:21])=[C:16]([CH3:23])[CH:15]=3)[CH2:10]2)[CH:5]=[C:6]([Cl:8])[CH:7]=1.C([O-])(O)=O.[Na+], predict the reaction product. The product is: [Cl:1][C:2]1[CH:3]=[C:4]([C:9]2([C:24]([F:26])([F:25])[F:27])[O:13][N:12]=[C:11]([C:14]3[CH:19]=[CH:18][C:17]([C:20](=[O:22])[CH3:21])=[C:16]([CH3:23])[CH:15]=3)[CH2:10]2)[CH:5]=[C:6]([Cl:8])[CH:7]=1. (8) The product is: [C:25]([C:8]1[CH:7]=[C:6]2[C:11](=[CH:10][C:9]=1[O:12][CH3:13])[N:3]([CH2:1][CH3:2])[C:4]([C:16]1[CH:17]=[CH:18][C:19]([N+:22]([O-:24])=[O:23])=[CH:20][CH:21]=1)=[C:5]2[C:14]#[N:15])(=[O:27])[CH3:26]. Given the reactants [CH2:1]([N:3]1[C:11]2[C:6](=[CH:7][CH:8]=[C:9]([O:12][CH3:13])[CH:10]=2)[C:5]([C:14]#[N:15])=[C:4]1[C:16]1[CH:21]=[CH:20][C:19]([N+:22]([O-:24])=[O:23])=[CH:18][CH:17]=1)[CH3:2].[C:25](Cl)(=[O:27])[CH3:26].[Al+3].[Cl-].[Cl-].[Cl-], predict the reaction product. (9) The product is: [ClH:36].[ClH:36].[N:11]1([C:14]2[C:19]([C:20]3[CH:21]=[CH:22][C:23]([CH2:26][OH:27])=[CH:24][CH:25]=3)=[N:18][CH:17]=[CH:16][N:15]=2)[CH2:12][CH2:13][NH:8][CH2:9][CH2:10]1. Given the reactants C(OC([N:8]1[CH2:13][CH2:12][N:11]([C:14]2[C:19]([C:20]3[CH:25]=[CH:24][C:23]([CH2:26][OH:27])=[CH:22][CH:21]=3)=[N:18][CH:17]=[CH:16][N:15]=2)[CH2:10][CH2:9]1)=O)(C)(C)C.FC(F)(F)C(O)=O.C(Cl)[Cl:36], predict the reaction product. (10) Given the reactants [CH2:1]([O:8][N:9]1[C:15](=[O:16])[N:14]2[CH2:17][C@H:10]1[CH2:11][CH2:12][C@H:13]2[C:18]([OH:20])=O)[C:2]1[CH:7]=[CH:6][CH:5]=[CH:4][CH:3]=1.[NH2:21][O:22][C@H:23]1[CH2:27][CH2:26][N:25]([CH3:28])[CH2:24]1.ON1C2C=CC=CC=2N=N1.Cl.C(N=C=NCCCN(C)C)C, predict the reaction product. The product is: [CH2:1]([O:8][N:9]1[C:15](=[O:16])[N:14]2[CH2:17][C@H:10]1[CH2:11][CH2:12][C@H:13]2[C:18]([NH:21][O:22][C@H:23]1[CH2:27][CH2:26][N:25]([CH3:28])[CH2:24]1)=[O:20])[C:2]1[CH:3]=[CH:4][CH:5]=[CH:6][CH:7]=1.